This data is from Forward reaction prediction with 1.9M reactions from USPTO patents (1976-2016). The task is: Predict the product of the given reaction. (1) Given the reactants [Cl:1][C:2]1[CH:3]=[C:4]([N:14]([CH3:21])[CH:15]2[CH2:20][CH2:19][O:18][CH2:17][CH2:16]2)[C:5]([O:12][CH3:13])=[C:6]([CH:11]=1)[C:7]([O:9]C)=[O:8].[OH-].[Na+].Cl, predict the reaction product. The product is: [Cl:1][C:2]1[CH:3]=[C:4]([N:14]([CH3:21])[CH:15]2[CH2:20][CH2:19][O:18][CH2:17][CH2:16]2)[C:5]([O:12][CH3:13])=[C:6]([CH:11]=1)[C:7]([OH:9])=[O:8]. (2) Given the reactants [CH3:1][C:2]1([CH3:9])[CH2:7][C:6](=[O:8])[O:5][C:3]1=[O:4].[OH:10][C@H:11]1[CH2:28][CH2:27][C@@:26]2([CH3:29])[C@@H:13]([CH2:14][CH2:15][C@:16]3([CH3:54])[C@@H:25]2[CH2:24][CH2:23][C@H:22]2[C@@:17]3([CH3:53])[CH2:18][CH2:19][C@@:20]3([C:36]([N:38]4[CH2:42][CH2:41][CH2:40][C@H:39]4[C:43]4[NH:44][C:45]([C:48]5[S:49][CH:50]=[CH:51][CH:52]=5)=[CH:46][N:47]=4)=[O:37])[CH2:32][CH2:31][C@@H:30]([C:33]([CH3:35])=[CH2:34])[CH:21]32)[C:12]1([CH3:56])[CH3:55], predict the reaction product. The product is: [CH3:1][C:2]([CH3:9])([CH2:7][C:6](=[O:8])[O:10][C@H:11]1[CH2:28][CH2:27][C@@:26]2([CH3:29])[C@@H:13]([CH2:14][CH2:15][C@:16]3([CH3:54])[C@@H:25]2[CH2:24][CH2:23][C@H:22]2[C@@:17]3([CH3:53])[CH2:18][CH2:19][C@@:20]3([C:36]([N:38]4[CH2:42][CH2:41][CH2:40][C@H:39]4[C:43]4[NH:44][C:45]([C:48]5[S:49][CH:50]=[CH:51][CH:52]=5)=[CH:46][N:47]=4)=[O:37])[CH2:32][CH2:31][C@@H:30]([C:33]([CH3:35])=[CH2:34])[C@@H:21]32)[C:12]1([CH3:56])[CH3:55])[C:3]([OH:5])=[O:4]. (3) Given the reactants [CH:1]([N:4]1[C:8]2[CH:9]=[CH:10][C:11]([N:13]3[CH:18]=[C:17]([C:19]([O:21][CH2:22][CH3:23])=[O:20])[C:16](=[O:24])[NH:15][C:14]3=[O:25])=[CH:12][C:7]=2[N:6]=[CH:5]1)([CH3:3])[CH3:2].Br[CH2:27][C:28]1[CH:33]=[CH:32][CH:31]=[C:30]([C:34]([F:37])([F:36])[F:35])[C:29]=1[CH3:38], predict the reaction product. The product is: [CH:1]([N:4]1[C:8]2[CH:9]=[CH:10][C:11]([N:13]3[CH:18]=[C:17]([C:19]([O:21][CH2:22][CH3:23])=[O:20])[C:16](=[O:24])[N:15]([CH2:27][C:28]4[CH:33]=[CH:32][CH:31]=[C:30]([C:34]([F:35])([F:36])[F:37])[C:29]=4[CH3:38])[C:14]3=[O:25])=[CH:12][C:7]=2[N:6]=[CH:5]1)([CH3:2])[CH3:3]. (4) Given the reactants [Cl:1][C:2]1[CH:3]=[C:4](I)[C:5]([OH:20])=[C:6]([CH2:8][N:9]2[C:13]([CH3:14])=[CH:12][C:11]([C:15]([O:17][CH2:18][CH3:19])=[O:16])=[N:10]2)[CH:7]=1.C[Si]([C:26]#[CH:27])(C)C.CCN(CC)CC.CCCC[N+](CCCC)(CCCC)CCCC.[F-].[Cl:53][C:54]1[CH:59]=[CH:58][C:57](I)=[C:56]([F:61])[CH:55]=1, predict the reaction product. The product is: [Cl:1][C:2]1[CH:7]=[C:6]([CH2:8][N:9]2[C:13]([CH3:14])=[CH:12][C:11]([C:15]([O:17][CH2:18][CH3:19])=[O:16])=[N:10]2)[C:5]2[O:20][C:27]([C:57]3[CH:58]=[CH:59][C:54]([Cl:53])=[CH:55][C:56]=3[F:61])=[CH:26][C:4]=2[CH:3]=1. (5) Given the reactants Cl.[Br:2][C:3]1[CH:4]=[CH:5][C:6]([O:9][CH2:10][CH:11]2[CH2:16][CH2:15][NH:14][CH2:13][CH2:12]2)=[N:7][CH:8]=1.C([O-])([O-])=O.[K+].[K+].O.[CH3:24][C:25]1([CH3:28])[CH2:27][O:26]1, predict the reaction product. The product is: [Br:2][C:3]1[CH:4]=[CH:5][C:6]([O:9][CH2:10][CH:11]2[CH2:16][CH2:15][N:14]([CH2:24][C:25]([CH3:28])([OH:26])[CH3:27])[CH2:13][CH2:12]2)=[N:7][CH:8]=1.